This data is from Catalyst prediction with 721,799 reactions and 888 catalyst types from USPTO. The task is: Predict which catalyst facilitates the given reaction. Reactant: Cl.Cl.[F:3][C:4]1[CH:5]=[C:6]([C@@H:11]2[CH2:15][N:14]([CH2:16][CH2:17][O:18][CH3:19])[CH2:13][C@H:12]2[NH2:20])[CH:7]=[CH:8][C:9]=1[F:10].CCN(C(C)C)C(C)C.[C:30]([O:33][CH2:34][CH2:35][C:36]1[C:40]([Cl:41])=[C:39]([NH:42][C:43](OC2C=CC=CC=2)=[O:44])[N:38]([C:52]2[CH:57]=[CH:56][CH:55]=[CH:54][CH:53]=2)[N:37]=1)(=[O:32])[CH3:31].ClC1C(CCOC(OC2C=CC=CC=2)=O)=NN(C2C=CC=CC=2)C=1NC(=O)OC1C=CC=CC=1. Product: [C:30]([O:33][CH2:34][CH2:35][C:36]1[C:40]([Cl:41])=[C:39]([NH:42][C:43]([NH:20][C@H:12]2[C@H:11]([C:6]3[CH:7]=[CH:8][C:9]([F:10])=[C:4]([F:3])[CH:5]=3)[CH2:15][N:14]([CH2:16][CH2:17][O:18][CH3:19])[CH2:13]2)=[O:44])[N:38]([C:52]2[CH:53]=[CH:54][CH:55]=[CH:56][CH:57]=2)[N:37]=1)(=[O:32])[CH3:31]. The catalyst class is: 44.